From a dataset of Reaction yield outcomes from USPTO patents with 853,638 reactions. Predict the reaction yield, written as a fraction of the theoretical maximum amount of product (1.0 means a 100% yield; for example, 0.34 means a 34% yield). (1) The reactants are Cl[C:2]1[C:11]2[C:6](=[CH:7][CH:8]=[CH:9][CH:10]=2)[N:5]=[C:4]2[N:12]([CH3:16])[N:13]=[C:14]([CH3:15])[C:3]=12.[CH3:17][O:18][C:19]1[CH:24]=[CH:23][C:22]([SH:25])=[CH:21][CH:20]=1. No catalyst specified. The product is [CH3:17][O:18][C:19]1[CH:24]=[CH:23][C:22]([S:25][C:2]2[C:11]3[C:6](=[CH:7][CH:8]=[CH:9][CH:10]=3)[N:5]=[C:4]3[N:12]([CH3:16])[N:13]=[C:14]([CH3:15])[C:3]=23)=[CH:21][CH:20]=1. The yield is 0.410. (2) The reactants are [CH3:1][O:2][C:3](=[O:14])[CH2:4][O:5][C:6]1[CH:11]=[CH:10][C:9]([CH:12]=O)=[CH:8][CH:7]=1.Cl.[NH2:16][OH:17].C([O-])(=O)C.[Na+]. The catalyst is CO.O. The product is [OH:17][N:16]=[CH:12][C:9]1[CH:10]=[CH:11][C:6]([O:5][CH2:4][C:3]([O:2][CH3:1])=[O:14])=[CH:7][CH:8]=1. The yield is 0.740. (3) The reactants are [CH3:1][O:2][C:3]1[CH:4]=[C:5]2[C:10](=[CH:11][C:12]=1[O:13][CH3:14])[CH:9](O)[CH2:8][CH2:7][CH2:6]2.P(Cl)(Cl)(Cl)=O.[C:21]([O-])(=[O:23])C.[Na+].O. The catalyst is CN(C=O)C. The product is [CH3:1][O:2][C:3]1[CH:4]=[C:5]2[C:10](=[CH:11][C:12]=1[O:13][CH3:14])[CH:9]=[C:8]([CH:21]=[O:23])[CH2:7][CH2:6]2. The yield is 0.460. (4) The reactants are [F:1][C:2]1[CH:3]=[C:4]([CH:29]=[CH:30][CH:31]=1)[CH2:5][N:6]1[C:14]2[C:9](=[CH:10][C:11]([NH:15][C:16]3[C:25]4[C:20](=[CH:21][C:22]([O:27][CH3:28])=[C:23]([NH2:26])[CH:24]=4)[N:19]=[CH:18][N:17]=3)=[CH:12][CH:13]=2)[CH:8]=[N:7]1.[Br:32][CH2:33]/[CH:34]=[CH:35]/[C:36](Cl)=[O:37].O. The catalyst is C1COCC1. The product is [Br:32][CH2:33]/[CH:34]=[CH:35]/[C:36]([NH:26][C:23]1[CH:24]=[C:25]2[C:20](=[CH:21][C:22]=1[O:27][CH3:28])[N:19]=[CH:18][N:17]=[C:16]2[NH:15][C:11]1[CH:10]=[C:9]2[C:14](=[CH:13][CH:12]=1)[N:6]([CH2:5][C:4]1[CH:29]=[CH:30][CH:31]=[C:2]([F:1])[CH:3]=1)[N:7]=[CH:8]2)=[O:37]. The yield is 0.532.